Dataset: Peptide-MHC class II binding affinity with 134,281 pairs from IEDB. Task: Regression. Given a peptide amino acid sequence and an MHC pseudo amino acid sequence, predict their binding affinity value. This is MHC class II binding data. (1) The peptide sequence is KNPLKFDNTYFTELL. The MHC is HLA-DQA10501-DQB10301 with pseudo-sequence HLA-DQA10501-DQB10301. The binding affinity (normalized) is 0.0273. (2) The peptide sequence is TKCYKLEHPVTGCGERTE. The MHC is DRB4_0101 with pseudo-sequence DRB4_0103. The binding affinity (normalized) is 0. (3) The peptide sequence is VSSKRNLADAVSKAP. The MHC is HLA-DQA10104-DQB10503 with pseudo-sequence HLA-DQA10104-DQB10503. The binding affinity (normalized) is 0.160. (4) The binding affinity (normalized) is 0.258. The MHC is DRB1_0405 with pseudo-sequence DRB1_0405. The peptide sequence is AVGLRVVCAKYA. (5) The peptide sequence is DVDLFLTGTPDEYVEQV. The MHC is DRB4_0101 with pseudo-sequence DRB4_0103. The binding affinity (normalized) is 0.360. (6) The peptide sequence is GMFTNRSGSQ. The MHC is DRB4_0101 with pseudo-sequence DRB4_0103. The binding affinity (normalized) is 0.